From a dataset of Peptide-MHC class I binding affinity with 185,985 pairs from IEDB/IMGT. Regression. Given a peptide amino acid sequence and an MHC pseudo amino acid sequence, predict their binding affinity value. This is MHC class I binding data. (1) The peptide sequence is GYAWIDFDI. The MHC is HLA-A26:01 with pseudo-sequence HLA-A26:01. The binding affinity (normalized) is 0.0847. (2) The binding affinity (normalized) is 0. The MHC is HLA-B18:01 with pseudo-sequence HLA-B18:01. The peptide sequence is QYAEMWAQDAA.